Predict the reactants needed to synthesize the given product. From a dataset of Retrosynthesis with 50K atom-mapped reactions and 10 reaction types from USPTO. (1) Given the product Nc1nc(-c2ccco2)c(-c2ccncn2)cc1C#Cc1ccccc1, predict the reactants needed to synthesize it. The reactants are: C#Cc1ccccc1.Nc1nc(-c2ccco2)c(-c2ccncn2)cc1Br. (2) The reactants are: CCOC(=O)N1CCNCC1.CCOC(=O)c1ccc(F)cc1. Given the product CCOC(=O)c1ccc(N2CCN(C(=O)OCC)CC2)cc1, predict the reactants needed to synthesize it. (3) Given the product NCCNCc1ccsn1, predict the reactants needed to synthesize it. The reactants are: BrCc1ccsn1.NCCN. (4) Given the product CCOC(=O)C(C)(C)C1CCN(C(C)=O)CC1, predict the reactants needed to synthesize it. The reactants are: CC(=O)Cl.CCOC(=O)C(C)(C)C1CCNCC1. (5) Given the product O=C(Nc1cccc(F)c1)NC1CCN(S(=O)(=O)c2ccc(Cl)cc2)CC1, predict the reactants needed to synthesize it. The reactants are: O=C(Nc1cccc(F)c1)NC1CCNCC1.O=S(=O)(Cl)c1ccc(Cl)cc1. (6) Given the product CC(C)(C)OC(=O)N1CCC([C@@]2(C)Cc3cc(C4=CCN(S(C)(=O)=O)CC4)ncc3O2)CC1, predict the reactants needed to synthesize it. The reactants are: CC(C)(C)OC(=O)N1CCC([C@]2(C)Cc3cc(Cl)ncc3O2)CC1.CC1(C)OB(C2=CCN(S(C)(=O)=O)CC2)OC1(C)C. (7) Given the product NC(=O)CNC(=O)c1cnn2cc(Cc3ccc(F)c(C(F)(F)F)c3)cnc12, predict the reactants needed to synthesize it. The reactants are: NCC(N)=O.O=C(O)c1cnn2cc(Cc3ccc(F)c(C(F)(F)F)c3)cnc12. (8) Given the product C[C@H](C(=O)Nc1cccc2c(=O)n([C@@H](C(N)=O)c3ccccc3)ccc12)c1ccc(Cl)cc1, predict the reactants needed to synthesize it. The reactants are: C[C@H](C(=O)O)c1ccc(Cl)cc1.NC(=O)[C@@H](c1ccccc1)n1ccc2c(N)cccc2c1=O. (9) Given the product C[C@@H]1O[C@@H](O)C[C@H](NC(=O)C(F)(F)F)[C@H]1C, predict the reactants needed to synthesize it. The reactants are: CO[C@H]1C[C@H](NC(=O)C(F)(F)F)[C@@H](C)[C@H](C)O1. (10) The reactants are: N[C@@H](c1ccc(C(F)(F)F)cc1)c1ncccc1C(F)(F)F.O=C(O)c1ccc2c(c1)CNC2=O. Given the product O=C(N[C@@H](c1ccc(C(F)(F)F)cc1)c1ncccc1C(F)(F)F)c1ccc2c(c1)CNC2=O, predict the reactants needed to synthesize it.